Predict the reactants needed to synthesize the given product. From a dataset of Full USPTO retrosynthesis dataset with 1.9M reactions from patents (1976-2016). (1) Given the product [CH2:1]([N:8]1[C:16]([C:17]2[CH:22]=[CH:21][C:20]([O:23][CH2:29][C:30]3[CH:31]=[CH:32][C:33]([CH:36]([CH3:40])[C:37]([OH:39])=[O:38])=[CH:34][CH:35]=3)=[CH:19][CH:18]=2)=[C:15]2[C:10]([C:11]([C:24]([F:27])([F:25])[F:26])=[CH:12][CH:13]=[CH:14]2)=[N:9]1)[C:2]1[CH:7]=[CH:6][CH:5]=[CH:4][CH:3]=1, predict the reactants needed to synthesize it. The reactants are: [CH2:1]([N:8]1[C:16]([C:17]2[CH:22]=[CH:21][C:20]([OH:23])=[CH:19][CH:18]=2)=[C:15]2[C:10]([C:11]([C:24]([F:27])([F:26])[F:25])=[CH:12][CH:13]=[CH:14]2)=[N:9]1)[C:2]1[CH:7]=[CH:6][CH:5]=[CH:4][CH:3]=1.Br[CH2:29][C:30]1[CH:35]=[CH:34][C:33]([CH:36]([CH3:40])[C:37]([OH:39])=[O:38])=[CH:32][CH:31]=1.C(=O)([O-])[O-].[K+].[K+].Cl. (2) Given the product [C:40]([C:14]1[CH:15]=[CH:16][C:17]([O:44][C:45]2[C:30]([O:32][CH3:33])=[N:22][N:23]([C:24]([O:26][C:27]([CH3:28])([CH3:29])[CH3:20])=[O:25])[C:46]=2[CH2:47][CH3:48])=[CH:18][CH:19]=1)#[N:36], predict the reactants needed to synthesize it. The reactants are: [C:14]1(P([C:14]2[CH:19]=[CH:18][CH:17]=[CH:16][CH:15]=2)[C:14]2[CH:19]=[CH:18][CH:17]=[CH:16][CH:15]=2)[CH:19]=[CH:18][CH:17]=[CH:16][CH:15]=1.[CH3:20]O.[N:22]([C:30]([O:32][CH:33](C)C)=O)=[N:23][C:24]([O:26][CH:27]([CH3:29])[CH3:28])=[O:25].[NH:36]1[CH:40]=CC(C([O-])=O)=N1.[O:44]1[CH2:48][CH2:47][CH2:46][CH2:45]1.